This data is from Peptide-MHC class I binding affinity with 185,985 pairs from IEDB/IMGT. The task is: Regression. Given a peptide amino acid sequence and an MHC pseudo amino acid sequence, predict their binding affinity value. This is MHC class I binding data. (1) The peptide sequence is LTSNVDVGCL. The MHC is HLA-A02:02 with pseudo-sequence HLA-A02:02. The binding affinity (normalized) is 0.764. (2) The peptide sequence is RVISDGYFK. The MHC is HLA-A02:01 with pseudo-sequence HLA-A02:01. The binding affinity (normalized) is 0. (3) The peptide sequence is IILEFFLIVL. The MHC is HLA-A02:06 with pseudo-sequence HLA-A02:06. The binding affinity (normalized) is 0.465. (4) The peptide sequence is RLFTRCAVI. The MHC is HLA-A68:02 with pseudo-sequence HLA-A68:02. The binding affinity (normalized) is 0.187. (5) The peptide sequence is LARRPTPKKM. The MHC is HLA-A02:01 with pseudo-sequence HLA-A02:01. The binding affinity (normalized) is 0. (6) The peptide sequence is GTFEFTSFFY. The MHC is HLA-A30:02 with pseudo-sequence HLA-A30:02. The binding affinity (normalized) is 0.573. (7) The MHC is Patr-B2401 with pseudo-sequence Patr-B2401. The peptide sequence is TESDIRTEEA. The binding affinity (normalized) is 0.587.